From a dataset of Forward reaction prediction with 1.9M reactions from USPTO patents (1976-2016). Predict the product of the given reaction. (1) Given the reactants [F:1][C:2]1[C:11]2[C:6](=[CH:7][CH:8]=[CH:9][CH:10]=2)[C:5]([C:12]23[CH2:17][CH:16]2[CH2:15][NH:14][CH2:13]3)=[CH:4][CH:3]=1.C=O.[C:20](O[BH-](OC(=O)C)OC(=O)C)(=O)C.[Na+].[OH-].[Na+], predict the reaction product. The product is: [F:1][C:2]1[C:11]2[C:6](=[CH:7][CH:8]=[CH:9][CH:10]=2)[C:5]([C:12]23[CH2:17][CH:16]2[CH2:15][N:14]([CH3:20])[CH2:13]3)=[CH:4][CH:3]=1. (2) Given the reactants COC[O:4][C:5]1[C:13]([O:14][CH3:15])=[CH:12][C:11]([I:16])=[C:10]2[C:6]=1[CH:7](O)[N:8](C(C)(C1C=CC=CC=1)C)[C:9]2=[O:17].FC(F)(F)C(O)=O.C([SiH](CC)CC)C, predict the reaction product. The product is: [OH:4][C:5]1[C:13]([O:14][CH3:15])=[CH:12][C:11]([I:16])=[C:10]2[C:6]=1[CH2:7][NH:8][C:9]2=[O:17]. (3) Given the reactants Cl[C:2]1[CH:3]=[C:4]([CH:8]=[CH:9][CH:10]=1)[C:5]([NH2:7])=[O:6].[CH3:11][C:12]1[CH:17]=[CH:16][CH:15]=[C:14]([CH3:18])[C:13]=1B(O)O.C([O-])([O-])=O.[K+].[K+], predict the reaction product. The product is: [CH3:11][C:12]1[CH:17]=[CH:16][CH:15]=[C:14]([CH3:18])[C:13]=1[C:2]1[CH:10]=[CH:9][CH:8]=[C:4]([C:5]([NH2:7])=[O:6])[CH:3]=1. (4) Given the reactants [CH3:1][N:2]1[C:6]([C:7]2[CH:8]=[C:9]3[C:13](=[CH:14][CH:15]=2)[NH:12][C:11](=[O:16])[CH2:10]3)=[CH:5][C:4]([C:17]([F:20])([F:19])[F:18])=[N:3]1.C(C1C=C(C)C=C(C(C)(C)C)N=1)(C)(C)C.[F:36][C:37]([F:50])([F:49])[S:38](O[S:38]([C:37]([F:50])([F:49])[F:36])(=[O:40])=[O:39])(=[O:40])=[O:39], predict the reaction product. The product is: [CH3:1][N:2]1[C:6]([C:7]2[CH:8]=[C:9]3[C:13](=[CH:14][CH:15]=2)[NH:12][C:11]([O:16][S:38]([C:37]([F:50])([F:49])[F:36])(=[O:40])=[O:39])=[CH:10]3)=[CH:5][C:4]([C:17]([F:20])([F:18])[F:19])=[N:3]1. (5) Given the reactants [OH:1][C:2]1[CH:3]=[CH:4][C:5]([S:14](=[O:27])(=[O:26])[NH:15][C:16]2[CH:17]=[CH:18][C:19]3[CH2:23][O:22][B:21]([OH:24])[C:20]=3[CH:25]=2)=[C:6]([NH:8][C:9](=[O:13])[O:10][CH2:11][CH3:12])[CH:7]=1.[C:28](Cl)(=[O:33])[C:29]([CH3:32])([CH3:31])[CH3:30].O, predict the reaction product. The product is: [C:28]([O:1][C:2]1[CH:3]=[CH:4][C:5]([S:14](=[O:26])(=[O:27])[NH:15][C:16]2[CH:17]=[CH:18][C:19]3[CH2:23][O:22][B:21]([OH:24])[C:20]=3[CH:25]=2)=[C:6]([NH:8][C:9]([O:10][CH2:11][CH3:12])=[O:13])[CH:7]=1)(=[O:33])[C:29]([CH3:32])([CH3:31])[CH3:30]. (6) The product is: [ClH:2].[CH2:14]([S:11]([C:6]1[CH:5]=[CH:4][CH:3]=[CH:10][C:7]=1[CH2:8][NH2:9])(=[O:13])=[O:12])[CH3:15]. Given the reactants Cl.[Cl:2][C:3]1[CH:4]=[CH:5][C:6]([S:11]([CH2:14][CH3:15])(=[O:13])=[O:12])=[C:7]([CH:10]=1)[CH2:8][NH2:9], predict the reaction product. (7) Given the reactants [Cl:1][C:2]1[C:3]([O:12][CH2:13][C:14]2([C:18]([F:21])([F:20])[F:19])[CH2:17][CH2:16][CH2:15]2)=[CH:4][C:5]([F:11])=[C:6]([CH:10]=1)[C:7](O)=[O:8].N1(S(N)(=O)=O)CCC1.[CH:30]1([S:33]([NH2:36])(=[O:35])=[O:34])[CH2:32][CH2:31]1, predict the reaction product. The product is: [Cl:1][C:2]1[C:3]([O:12][CH2:13][C:14]2([C:18]([F:21])([F:19])[F:20])[CH2:15][CH2:16][CH2:17]2)=[CH:4][C:5]([F:11])=[C:6]([CH:10]=1)[C:7]([NH:36][S:33]([CH:30]1[CH2:32][CH2:31]1)(=[O:35])=[O:34])=[O:8]. (8) Given the reactants [CH2:1]([O:8][C:9]1[CH:14]=[CH:13][CH:12]=[C:11]([F:15])[C:10]=1[F:16])[C:2]1[CH:7]=[CH:6][CH:5]=[CH:4][CH:3]=1.CCCCCC.C([Li])CCC.[C:28](=[O:30])=[O:29], predict the reaction product. The product is: [CH2:1]([O:8][C:9]1[CH:14]=[CH:13][C:12]([C:28]([OH:30])=[O:29])=[C:11]([F:15])[C:10]=1[F:16])[C:2]1[CH:3]=[CH:4][CH:5]=[CH:6][CH:7]=1. (9) Given the reactants [H-].[Na+].[O:3]=[C:4]1[C:9]([C:10]([O:12]C)=[O:11])=[CH:8][CH:7]=[CH:6][N:5]1[C:14]1[CH:19]=[CH:18][CH:17]=[CH:16][CH:15]=1, predict the reaction product. The product is: [O:3]=[C:4]1[C:9]([C:10]([OH:12])=[O:11])=[CH:8][CH:7]=[CH:6][N:5]1[C:14]1[CH:19]=[CH:18][CH:17]=[CH:16][CH:15]=1.